Dataset: Reaction yield outcomes from USPTO patents with 853,638 reactions. Task: Predict the reaction yield, written as a fraction of the theoretical maximum amount of product (1.0 means a 100% yield; for example, 0.34 means a 34% yield). (1) The reactants are Cl.[CH:2]([N:5]1[C:9]([C:10]2[N:19]=[C:18]3[N:12]([CH2:13][CH2:14][O:15][C:16]4[CH:23]=[C:22]([CH:24]5[CH2:29][CH2:28][NH:27][CH2:26][CH2:25]5)[CH:21]=[CH:20][C:17]=43)[CH:11]=2)=[N:8][C:7]([CH3:30])=[N:6]1)([CH3:4])[CH3:3].[CH3:31][N:32]([CH3:37])[C:33](=[O:36])[CH2:34]Cl. The catalyst is C(Cl)Cl.CCCC[N+](CCCC)(CCCC)CCCC.[I-]. The product is [CH:2]([N:5]1[C:9]([C:10]2[N:19]=[C:18]3[C:17]4[CH:20]=[CH:21][C:22]([CH:24]5[CH2:29][CH2:28][N:27]([CH2:34][C:33]([N:32]([CH3:37])[CH3:31])=[O:36])[CH2:26][CH2:25]5)=[CH:23][C:16]=4[O:15][CH2:14][CH2:13][N:12]3[CH:11]=2)=[N:8][C:7]([CH3:30])=[N:6]1)([CH3:4])[CH3:3]. The yield is 0.380. (2) The reactants are CC(N=NC(C#N)(C)C)(C#N)C.C1C(=O)N(Br)C(=[O:16])C1.[F:21][C:22]1[CH:27]=[CH:26][C:25]([C:28]2[O:54][C:31]3=[N:32][CH:33]=[C:34]([C:36]4[CH:37]=[C:38]([CH:51]=[CH:52][CH:53]=4)[C:39]([NH:41][C:42]([C:45]4[CH:50]=[CH:49][CH:48]=[CH:47][CH:46]=4)([CH3:44])[CH3:43])=[O:40])[CH:35]=[C:30]3[C:29]=2[CH3:55])=[CH:24][CH:23]=1.C[N+]1([O-])CCOCC1. The catalyst is C(Cl)(Cl)(Cl)Cl. The product is [F:21][C:22]1[CH:23]=[CH:24][C:25]([C:28]2[O:54][C:31]3=[N:32][CH:33]=[C:34]([C:36]4[CH:37]=[C:38]([CH:51]=[CH:52][CH:53]=4)[C:39]([NH:41][C:42]([C:45]4[CH:46]=[CH:47][CH:48]=[CH:49][CH:50]=4)([CH3:44])[CH3:43])=[O:40])[CH:35]=[C:30]3[C:29]=2[CH:55]=[O:16])=[CH:26][CH:27]=1. The yield is 0.660. (3) The product is [NH2:4][C@:5]1([C:22]([OH:23])=[O:53])[C@@H:9]([CH2:10][CH2:11][CH2:12][B:13]([OH:14])[OH:17])[CH2:8][N:7]([CH2:49][CH:45]2[CH2:46][CH2:47][CH2:48][NH:43][CH2:44]2)[CH2:6]1. The yield is 0.290. The reactants are C([NH:4][C@:5]1([C:22](NC(C)(C)C)=[O:23])[C@@H:9]([CH2:10][CH2:11][CH2:12][B:13]2[O:17]C(C)(C)C(C)(C)[O:14]2)[CH2:8][NH:7][CH2:6]1)(=O)C.S([O-])([O-])(=O)=O.[Na+].[Na+].C([N:43]1[CH2:48][CH2:47][CH2:46][CH:45]([CH:49]=O)[CH2:44]1)(OC(C)(C)C)=O.C(O[BH-](OC(=O)C)OC(=O)C)(=[O:53])C.[Na+].C(=O)([O-])[O-].[Na+].[Na+]. The catalyst is ClCCCl.C(O)(=O)C. (4) The reactants are [CH:1]1([NH2:7])[CH2:6][CH2:5][CH2:4][CH2:3][CH2:2]1.[C:8]([O:12][C:13](=[O:28])[CH2:14][C@@H:15]([CH2:19][CH2:20][CH2:21][C:22]1[CH:27]=[CH:26][CH:25]=[CH:24][CH:23]=1)[C:16]([OH:18])=[O:17])([CH3:11])([CH3:10])[CH3:9].C(OCC)(=O)C.C(O)(=O)CC(CC(O)=O)(C(O)=O)O.C1(N)CCCCC1. The catalyst is CO. The product is [CH:1]1([NH2:7])[CH2:6][CH2:5][CH2:4][CH2:3][CH2:2]1.[C:8]([O:12][C:13](=[O:28])[CH2:14][C@@H:15]([CH2:19][CH2:20][CH2:21][CH:22]1[CH2:23][CH2:24][CH2:25][CH2:26][CH2:27]1)[C:16]([OH:18])=[O:17])([CH3:11])([CH3:9])[CH3:10]. The yield is 0.710. (5) The reactants are [CH2:1]([O:8][C:9]1[CH:14]=[CH:13][C:12]([CH2:15][C@H:16]([NH:19][CH3:20])[CH2:17][OH:18])=[CH:11][CH:10]=1)[C:2]1[CH:7]=[CH:6][CH:5]=[CH:4][CH:3]=1.CCN(CC)CC.Br[CH2:29][C:30]([O:32][C:33]([CH3:36])([CH3:35])[CH3:34])=[O:31]. The catalyst is CN(C=O)C. The product is [CH2:1]([O:8][C:9]1[CH:14]=[CH:13][C:12]([CH2:15][C@H:16]([N:19]([CH3:20])[CH2:29][C:30]([O:32][C:33]([CH3:36])([CH3:35])[CH3:34])=[O:31])[CH2:17][OH:18])=[CH:11][CH:10]=1)[C:2]1[CH:3]=[CH:4][CH:5]=[CH:6][CH:7]=1. The yield is 0.800. (6) The catalyst is O1CCOCC1.C(OCC)(=O)C.C1C=CC(P(C2C=CC=CC=2)[C-]2C=CC=C2)=CC=1.C1C=CC(P(C2C=CC=CC=2)[C-]2C=CC=C2)=CC=1.Cl[Pd]Cl.[Fe+2]. The reactants are Br[C:2]1[C:7](=[O:8])[N:6]([CH2:9][C:10]2[CH:15]=[CH:14][C:13]([C:16]3[C:17]([C:22]#[N:23])=[CH:18][CH:19]=[CH:20][CH:21]=3)=[CH:12][CH:11]=2)[C:5]([CH2:24][CH2:25][CH3:26])=[N:4][C:3]=1[CH2:27][CH3:28].[O:29]1[C:33]2[CH:34]=[CH:35][C:36](B(O)O)=[CH:37][C:32]=2[CH2:31][CH2:30]1.C(=O)([O-])[O-].[Cs+].[Cs+]. The product is [O:29]1[C:33]2[CH:34]=[CH:35][C:36]([C:2]3[C:7](=[O:8])[N:6]([CH2:9][C:10]4[CH:15]=[CH:14][C:13]([C:16]5[C:17]([C:22]#[N:23])=[CH:18][CH:19]=[CH:20][CH:21]=5)=[CH:12][CH:11]=4)[C:5]([CH2:24][CH2:25][CH3:26])=[N:4][C:3]=3[CH2:27][CH3:28])=[CH:37][C:32]=2[CH2:31][CH2:30]1. The yield is 0.870.